The task is: Predict the reactants needed to synthesize the given product.. This data is from Full USPTO retrosynthesis dataset with 1.9M reactions from patents (1976-2016). Given the product [CH2:23]([S:20]([N:17]1[CH2:18][CH2:19][CH:14]([C:5]2[C:4]3[C:8](=[C:9]([C:11]([NH2:13])=[O:12])[CH:10]=[C:2]([C:35]4[CH:34]=[CH:33][C:32]([N:29]5[CH2:30][CH2:31][N:26]([CH3:25])[CH2:27][C:28]5=[O:47])=[CH:37][CH:36]=4)[CH:3]=3)[NH:7][CH:6]=2)[CH2:15][CH2:16]1)(=[O:22])=[O:21])[CH3:24], predict the reactants needed to synthesize it. The reactants are: Br[C:2]1[CH:3]=[C:4]2[C:8](=[C:9]([C:11]([NH2:13])=[O:12])[CH:10]=1)[NH:7][CH:6]=[C:5]2[CH:14]1[CH2:19][CH2:18][N:17]([S:20]([CH2:23][CH3:24])(=[O:22])=[O:21])[CH2:16][CH2:15]1.[CH3:25][N:26]1[CH2:31][CH2:30][N:29]([C:32]2[CH:37]=[CH:36][C:35](B3OC(C)(C)C(C)(C)O3)=[CH:34][CH:33]=2)[C:28](=[O:47])[CH2:27]1.C(=O)([O-])[O-].[K+].[K+].